From a dataset of Forward reaction prediction with 1.9M reactions from USPTO patents (1976-2016). Predict the product of the given reaction. (1) Given the reactants [F:1][C:2]1[CH:11]=[C:10]([C:12]2[N:16]=[C:15]([C:17]3[CH:22]=[CH:21][C:20]([C:23]4[CH:28]=[CH:27][CH:26]=[CH:25][C:24]=4[CH3:29])=[C:19]([CH2:30][O:31][CH3:32])[CH:18]=3)[O:14][N:13]=2)[CH:9]=[CH:8][C:3]=1[C:4]([O:6]C)=[O:5].[OH-].[Na+].O, predict the reaction product. The product is: [F:1][C:2]1[CH:11]=[C:10]([C:12]2[N:16]=[C:15]([C:17]3[CH:22]=[CH:21][C:20]([C:23]4[CH:28]=[CH:27][CH:26]=[CH:25][C:24]=4[CH3:29])=[C:19]([CH2:30][O:31][CH3:32])[CH:18]=3)[O:14][N:13]=2)[CH:9]=[CH:8][C:3]=1[C:4]([OH:6])=[O:5]. (2) Given the reactants [Br:1][C:2]1[CH:3]=[C:4]([C:8]2[O:12][N:11]=[C:10]([CH3:13])[C:9]=2C(O)=O)[CH:5]=[CH:6][CH:7]=1.C([N:19]([CH2:22]C)CC)C.C1(P(N=[N+]=[N-])(C2C=CC=CC=2)=[O:31])C=CC=CC=1.[Cl:41][C:42]1[CH:50]=[CH:49][CH:48]=[CH:47][C:43]=1[CH:44]([OH:46])[CH3:45], predict the reaction product. The product is: [Cl:41][C:42]1[CH:50]=[CH:49][CH:48]=[CH:47][C:43]=1[CH:44]([O:46][C:22](=[O:31])[NH:19][C:9]1[C:10]([CH3:13])=[N:11][O:12][C:8]=1[C:4]1[CH:5]=[CH:6][CH:7]=[C:2]([Br:1])[CH:3]=1)[CH3:45]. (3) Given the reactants C([N:8]1[CH2:13][CH2:12][N:11]([C:14]2[CH:15]=[CH:16][CH:17]=[C:18]3[C:23]=2[N:22]=[CH:21][CH:20]=[CH:19]3)[CH2:10][CH2:9]1)C1C=CC=CC=1.ClC(OC=C)=O, predict the reaction product. The product is: [N:11]1([C:14]2[CH:15]=[CH:16][CH:17]=[C:18]3[C:23]=2[N:22]=[CH:21][CH:20]=[CH:19]3)[CH2:12][CH2:13][NH:8][CH2:9][CH2:10]1. (4) Given the reactants [C:1]([CH:11]1[NH:18][C:16](=[O:17])CCCC1)([CH:3]1NC(=O)[CH2:7][CH2:6][CH2:5][CH2:4]1)=O.N[C:20](N)(N)[CH2:21][CH2:22]CCCCCC, predict the reaction product. The product is: [N:18]([CH2:11][CH:1]([CH2:3][CH2:4][CH2:5][CH2:6][CH3:7])[CH2:20][CH2:21][CH3:22])=[C:16]=[O:17]. (5) Given the reactants Br[C:2]1[CH:11]=[CH:10][CH:9]=[C:8]2[C:3]=1[CH2:4][N:5]([CH3:21])[C:6](=[O:20])[N:7]2[CH2:12][C:13]1[CH:18]=[CH:17][CH:16]=[C:15]([F:19])[CH:14]=1.[C:22]([N:29]1[CH2:34][CH2:33][NH:32][CH2:31][CH2:30]1)([O:24][C:25]([CH3:28])([CH3:27])[CH3:26])=[O:23].C1C=CC(P(C2C(C3C(P(C4C=CC=CC=4)C4C=CC=CC=4)=CC=C4C=3C=CC=C4)=C3C(C=CC=C3)=CC=2)C2C=CC=CC=2)=CC=1.CC([O-])(C)C.[Na+], predict the reaction product. The product is: [C:25]([O:24][C:22]([N:29]1[CH2:34][CH2:33][N:32]([C:2]2[CH:11]=[CH:10][CH:9]=[C:8]3[C:3]=2[CH2:4][N:5]([CH3:21])[C:6](=[O:20])[N:7]3[CH2:12][C:13]2[CH:18]=[CH:17][CH:16]=[C:15]([F:19])[CH:14]=2)[CH2:31][CH2:30]1)=[O:23])([CH3:28])([CH3:26])[CH3:27]. (6) Given the reactants [NH:1]1[CH2:6][CH2:5][O:4][CH2:3][CH2:2]1.Cl[C:8]1[N:13]=[C:12]([NH:14][C:15]2[NH:19][N:18]=[C:17]([CH:20]3[CH2:22][CH2:21]3)[CH:16]=2)[N:11]=[C:10]([CH:23]2[CH2:27][C@@H:26]([O:28][CH2:29][CH:30]([F:32])[F:31])[CH2:25][C@H:24]2[C:33]([O:35][CH3:36])=[O:34])[N:9]=1, predict the reaction product. The product is: [CH:20]1([C:17]2[CH:16]=[C:15]([NH:14][C:12]3[N:13]=[C:8]([N:1]4[CH2:6][CH2:5][O:4][CH2:3][CH2:2]4)[N:9]=[C:10]([CH:23]4[CH2:27][C@@H:26]([O:28][CH2:29][CH:30]([F:31])[F:32])[CH2:25][C@H:24]4[C:33]([O:35][CH3:36])=[O:34])[N:11]=3)[NH:19][N:18]=2)[CH2:22][CH2:21]1.